From a dataset of Forward reaction prediction with 1.9M reactions from USPTO patents (1976-2016). Predict the product of the given reaction. (1) Given the reactants [C:1]([O:5][C:6]([N:8]1[C:12]2[CH:13]=[C:14]([CH:17]=[O:18])[CH:15]=[CH:16][C:11]=2[N:10]=[C:9]1[C:19]1[C:24]([CH3:25])=[CH:23][CH:22]=[CH:21][C:20]=1[CH3:26])=[O:7])([CH3:4])([CH3:3])[CH3:2].[F:27][C:28]([Si](C)(C)C)([F:30])[F:29].CCCC[N+](CCCC)(CCCC)CCCC.[F-], predict the reaction product. The product is: [C:1]([O:5][C:6]([N:8]1[C:12]2[CH:13]=[C:14]([CH:17]([OH:18])[C:28]([F:30])([F:29])[F:27])[CH:15]=[CH:16][C:11]=2[N:10]=[C:9]1[C:19]1[C:24]([CH3:25])=[CH:23][CH:22]=[CH:21][C:20]=1[CH3:26])=[O:7])([CH3:4])([CH3:3])[CH3:2]. (2) Given the reactants [C:1]([O:5][C:6](=[O:23])[NH:7][CH2:8][C:9]1[CH:10]=[C:11]2[C:16](=[CH:17][CH:18]=1)[N:15]=[C:14]([CH2:19][CH2:20][C:21]#[N:22])[CH:13]=[CH:12]2)([CH3:4])([CH3:3])[CH3:2].[H-].[Al+3].[Li+].[H-].[H-].[H-].C([CH:33]([CH:35]([C:37]([O-])=O)O)O)([O-])=O.[Na+].[K+].C(Cl)(Cl)Cl.[CH2:46]1[CH2:50]OC[CH2:47]1, predict the reaction product. The product is: [C:1]([O:5][C:6](=[O:23])[NH:7][CH2:8][C:9]1[CH:10]=[C:11]2[C:16](=[CH:17][CH:18]=1)[N:15]=[C:14]([CH2:19][CH2:20][CH2:21][N:22]([CH2:47][CH2:46][CH3:50])[CH2:33][CH2:35][CH3:37])[CH:13]=[CH:12]2)([CH3:4])([CH3:2])[CH3:3]. (3) Given the reactants [OH:1][C:2]1[C:11]2[C:6](=[CH:7][CH:8]=[C:9]([CH2:12][CH2:13][CH2:14][CH2:15][CH3:16])[CH:10]=2)[N:5]=[C:4]([CH3:17])[C:3]=1[CH3:18].[C:19](OC(=O)C)(=[O:21])[CH3:20], predict the reaction product. The product is: [C:19]([O:1][C:2]1[C:11]2[C:6](=[CH:7][CH:8]=[C:9]([CH2:12][CH2:13][CH2:14][CH2:15][CH3:16])[CH:10]=2)[N:5]=[C:4]([CH3:17])[C:3]=1[CH3:18])(=[O:21])[CH3:20].